From a dataset of Reaction yield outcomes from USPTO patents with 853,638 reactions. Predict the reaction yield, written as a fraction of the theoretical maximum amount of product (1.0 means a 100% yield; for example, 0.34 means a 34% yield). (1) The reactants are [Br:1][C:2]1[N:6]2[CH:7]=[C:8]([C:11]3[CH:19]=[CH:18][C:14]([C:15]([OH:17])=O)=[CH:13][CH:12]=3)[N:9]=[CH:10][C:5]2=[N:4][CH:3]=1.C[N:21]1[CH2:26][CH2:25][O:24][CH2:23][CH2:22]1.CN(C(ON1N=NC2C=CC=NC1=2)=[N+](C)C)C.F[P-](F)(F)(F)(F)F.N1CCOCC1. The catalyst is CN(C=O)C.O. The product is [Br:1][C:2]1[N:6]2[CH:7]=[C:8]([C:11]3[CH:12]=[CH:13][C:14]([C:15]([N:21]4[CH2:26][CH2:25][O:24][CH2:23][CH2:22]4)=[O:17])=[CH:18][CH:19]=3)[N:9]=[CH:10][C:5]2=[N:4][CH:3]=1. The yield is 0.660. (2) The reactants are [NH:1]1[C:9]2[CH:8]=[CH:7][CH:6]=[C:5]([C:10]#[N:11])[C:4]=2[CH:3]=[CH:2]1.C1C(=O)N([Cl:19])C(=O)C1. The catalyst is CN(C=O)C.CCOC(C)=O. The product is [Cl:19][C:3]1[C:4]2[C:5]([C:10]#[N:11])=[CH:6][CH:7]=[CH:8][C:9]=2[NH:1][CH:2]=1. The yield is 0.987. (3) The reactants are [CH3:1][C:2]1[CH:7]=[C:6]([O:8][CH2:9][CH2:10][CH2:11][S:12]([CH3:15])(=[O:14])=[O:13])[CH:5]=[C:4]([CH3:16])[C:3]=1[C:17]1[CH:22]=[CH:21][CH:20]=[C:19]([CH2:23][O:24][C:25]2[CH:30]=[CH:29][C:28]([C:31]3([CH2:35][C:36]([O:38][CH2:39][CH3:40])=[O:37])[CH2:34][NH:33][CH2:32]3)=[CH:27][CH:26]=2)[CH:18]=1.C(N(CC)CC)C. The catalyst is C(Cl)Cl. The product is [CH3:16][C:4]1[CH:5]=[C:6]([O:8][CH2:9][CH2:10][CH2:11][S:12]([CH3:15])(=[O:14])=[O:13])[CH:7]=[C:2]([CH3:1])[C:3]=1[C:17]1[CH:22]=[CH:21][CH:20]=[C:19]([CH2:23][O:24][C:25]2[CH:26]=[CH:27][C:28]([C:31]3([CH2:35][C:36]([O:38][CH2:39][CH3:40])=[O:37])[CH2:34][N:33]([S:12]([CH3:11])(=[O:14])=[O:13])[CH2:32]3)=[CH:29][CH:30]=2)[CH:18]=1. The yield is 0.610. (4) The product is [CH:16]1([C:19]2[CH:20]=[CH:21][C:22]([C:25]3[O:29][N:28]=[C:27]([C:30]([N:10]4[CH2:9][C@H:8]([CH2:11][CH:12]([CH3:14])[CH3:13])[NH:7][C:6](=[O:15])[C@@H:5]4[CH2:1][CH:2]([CH3:4])[CH3:3])=[O:31])[CH:26]=3)=[CH:23][CH:24]=2)[CH2:18][CH2:17]1. The yield is 0.859. The reactants are [CH2:1]([C@@H:5]1[NH:10][CH2:9][C@H:8]([CH2:11][CH:12]([CH3:14])[CH3:13])[NH:7][C:6]1=[O:15])[CH:2]([CH3:4])[CH3:3].[CH:16]1([C:19]2[CH:24]=[CH:23][C:22]([C:25]3[O:29][N:28]=[C:27]([C:30](O)=[O:31])[CH:26]=3)=[CH:21][CH:20]=2)[CH2:18][CH2:17]1.C([C@@H]1N(C([C@@H]2C[C@H]2C2C=CC=CC=2)=O)C[C@H](CC(C)C)NC1=O)C(C)C. No catalyst specified. (5) The reactants are [C:1]([N:8]1[CH2:12][C@@H:11]([N:13]([C:22](=[O:24])[CH3:23])[CH:14]2[CH2:19][CH2:18][C:17]([CH3:21])([CH3:20])[CH2:16][CH2:15]2)[CH2:10][C@H:9]1[C:25]([O:27]C)=[O:26])([O:3][C:4]([CH3:7])([CH3:6])[CH3:5])=[O:2].[Li+].[OH-]. The catalyst is CO.O. The product is [C:1]([N:8]1[CH2:12][C@@H:11]([N:13]([C:22](=[O:24])[CH3:23])[CH:14]2[CH2:19][CH2:18][C:17]([CH3:21])([CH3:20])[CH2:16][CH2:15]2)[CH2:10][C@H:9]1[C:25]([OH:27])=[O:26])([O:3][C:4]([CH3:7])([CH3:6])[CH3:5])=[O:2]. The yield is 0.970. (6) The reactants are Cl.[NH:2]1[CH2:7][CH2:6][CH:5]([CH2:8][O:9][C:10]2[CH:11]=[CH:12][C:13]([C:16]3[CH:21]=[CH:20][C:19]([C:22](=[O:24])[CH3:23])=[CH:18][CH:17]=3)=[N:14][CH:15]=2)[CH2:4][CH2:3]1.[F:25][C:26]([F:35])([F:34])[C:27]1([C:31](O)=[O:32])[CH2:30][CH2:29][CH2:28]1.C(Cl)CCl.C1C=CC2N(O)N=NC=2C=1.CCN(C(C)C)C(C)C. The catalyst is CN(C=O)C.O. The product is [F:25][C:26]([F:35])([F:34])[C:27]1([C:31]([N:2]2[CH2:7][CH2:6][CH:5]([CH2:8][O:9][C:10]3[CH:11]=[CH:12][C:13]([C:16]4[CH:17]=[CH:18][C:19]([C:22](=[O:24])[CH3:23])=[CH:20][CH:21]=4)=[N:14][CH:15]=3)[CH2:4][CH2:3]2)=[O:32])[CH2:30][CH2:29][CH2:28]1. The yield is 0.470.